This data is from Forward reaction prediction with 1.9M reactions from USPTO patents (1976-2016). The task is: Predict the product of the given reaction. Given the reactants Cl[C:2]1[C:7]([N+:8]([O-:10])=[O:9])=[CH:6][CH:5]=[CH:4][N:3]=1.[CH3:11][O:12][C:13]1[CH:18]=[CH:17][C:16](B(O)O)=[CH:15][CH:14]=1.O.P([O-])([O-])([O-])=O.[K+].[K+].[K+], predict the reaction product. The product is: [CH3:11][O:12][C:13]1[CH:18]=[CH:17][C:16]([C:2]2[C:7]([N+:8]([O-:10])=[O:9])=[CH:6][CH:5]=[CH:4][N:3]=2)=[CH:15][CH:14]=1.